This data is from Reaction yield outcomes from USPTO patents with 853,638 reactions. The task is: Predict the reaction yield, written as a fraction of the theoretical maximum amount of product (1.0 means a 100% yield; for example, 0.34 means a 34% yield). (1) The reactants are CC(C1C=C(C(C)C)C=C(C(C)C)C=1S(O[CH2:20][C:21]1([OH:41])[CH2:24][N:23]([C:25]([C:27]2[C:31]([NH:32][C:33]3[CH:38]=[CH:37][C:36]([I:39])=[CH:35][C:34]=3[F:40])=[CH:30][S:29][CH:28]=2)=[O:26])[CH2:22]1)(=O)=O)C.[H-].[Na+].[C:44]([NH2:48])([CH3:47])([CH3:46])[CH3:45]. The catalyst is O1CCCC1. The product is [CH3:45][C:44]([NH:48][CH2:20][C:21]1([OH:41])[CH2:24][N:23]([C:25]([C:27]2[C:31]([NH:32][C:33]3[CH:38]=[CH:37][C:36]([I:39])=[CH:35][C:34]=3[F:40])=[CH:30][S:29][CH:28]=2)=[O:26])[CH2:22]1)([CH3:47])[CH3:46]. The yield is 0.110. (2) The reactants are O1C[CH2:4][CH2:3][CH2:2]1.[CH3:6][O:7][C:8]1[CH:15]=[CH:14][CH:13]=[CH:12][C:9]=1[CH:10]=[O:11].C([Mg]Br)(C)C.Cl. The catalyst is O. The product is [CH3:6][O:7][C:8]1[CH:15]=[CH:14][CH:13]=[CH:12][C:9]=1[CH:10]([OH:11])[CH:3]([CH3:4])[CH3:2]. The yield is 0.748.